From a dataset of NCI-60 drug combinations with 297,098 pairs across 59 cell lines. Regression. Given two drug SMILES strings and cell line genomic features, predict the synergy score measuring deviation from expected non-interaction effect. Drug 1: CCCCCOC(=O)NC1=NC(=O)N(C=C1F)C2C(C(C(O2)C)O)O. Drug 2: C1CN1C2=NC(=NC(=N2)N3CC3)N4CC4. Cell line: NCIH23. Synergy scores: CSS=52.6, Synergy_ZIP=-1.10, Synergy_Bliss=-1.86, Synergy_Loewe=-15.3, Synergy_HSA=-0.200.